From a dataset of Catalyst prediction with 721,799 reactions and 888 catalyst types from USPTO. Predict which catalyst facilitates the given reaction. (1) The catalyst class is: 2. Product: [C:17]([NH:24][C@@H:25]([C:29]([N:1]1[CH2:2][CH2:3][CH:4]=[CH:5][CH2:6]1)=[O:30])[CH:26]([CH3:27])[CH3:28])([O:19][C:20]([CH3:21])([CH3:23])[CH3:22])=[O:18]. Reactant: [NH:1]1[CH:6]=[CH:5][CH2:4][CH2:3][CH2:2]1.C1C=CC2N(O)N=NC=2C=1.[C:17]([NH:24][C@@H:25]([C:29](O)=[O:30])[CH:26]([CH3:28])[CH3:27])([O:19][C:20]([CH3:23])([CH3:22])[CH3:21])=[O:18].C(Cl)CCl. (2) Reactant: Br[CH2:2][C:3]1[C:8]([CH3:9])=[CH:7][CH:6]=[CH:5][C:4]=1[N:10]1[C:14](=[O:15])[N:13]([CH3:16])[N:12]=[N:11]1.[CH3:17][O:18][C:19]1[CH:24]=[CH:23][CH:22]=[CH:21][C:20]=1[N:25]1[CH:29]=[CH:28][C:27]([OH:30])=[N:26]1.C(=O)([O-])[O-].[K+].[K+].C(#N)C. Product: [CH3:17][O:18][C:19]1[CH:24]=[CH:23][CH:22]=[CH:21][C:20]=1[N:25]1[CH:29]=[CH:28][C:27]([O:30][CH2:2][C:3]2[C:8]([CH3:9])=[CH:7][CH:6]=[CH:5][C:4]=2[N:10]2[C:14](=[O:15])[N:13]([CH3:16])[N:12]=[N:11]2)=[N:26]1. The catalyst class is: 6. (3) Reactant: [O:1]1[CH2:3][CH:2]1[CH2:4][O:5][C:6]1[CH:7]=[C:8]([NH:12][C:13](=[O:19])[O:14][C:15]([CH3:18])([CH3:17])[CH3:16])[CH:9]=[CH:10][CH:11]=1.[CH2:20]1[C:29]2[C:24](=[CH:25][CH:26]=[CH:27][CH:28]=2)[CH2:23][CH2:22][NH:21]1. Product: [CH2:20]1[C:29]2[C:24](=[CH:25][CH:26]=[CH:27][CH:28]=2)[CH2:23][CH2:22][N:21]1[CH2:3][CH:2]([OH:1])[CH2:4][O:5][C:6]1[CH:7]=[C:8]([NH:12][C:13](=[O:19])[O:14][C:15]([CH3:18])([CH3:17])[CH3:16])[CH:9]=[CH:10][CH:11]=1. The catalyst class is: 14. (4) Reactant: [F:1][C:2]1[CH:10]=[CH:9][CH:8]=[C:7]([F:11])[C:3]=1[C:4]([OH:6])=[O:5].[OH-].[Na+:13]. Product: [F:1][C:2]1[CH:10]=[CH:9][CH:8]=[C:7]([F:11])[C:3]=1[C:4]([O-:6])=[O:5].[Na+:13]. The catalyst class is: 88. (5) Reactant: F[C:2]1[CH:11]=[C:10]([C:12]2[N:17]=[C:16]3[N:18]([CH2:21][C:22]4[CH:23]=[C:24]5[C:29](=[CH:30][CH:31]=4)[N:28]=[CH:27][CH:26]=[CH:25]5)[N:19]=[N:20][C:15]3=[CH:14][CH:13]=2)[CH:9]=[CH:8][C:3]=1C(NC)=O.[CH3:32][O:33]C1C=C(B(O)O)C=CC=1.C(=O)([O-])[O-].[K+].[K+].O1CCOCC1. Product: [CH3:32][O:33][C:2]1[CH:11]=[C:10]([C:12]2[N:17]=[C:16]3[N:18]([CH2:21][C:22]4[CH:23]=[C:24]5[C:29](=[CH:30][CH:31]=4)[N:28]=[CH:27][CH:26]=[CH:25]5)[N:19]=[N:20][C:15]3=[CH:14][CH:13]=2)[CH:9]=[CH:8][CH:3]=1. The catalyst class is: 103. (6) Reactant: C(N(S(F)(F)[F:7])CC)C.[C:10]([O:14][C:15](=[O:32])[NH:16][C@@H:17]([CH:26]1[CH2:31][CH2:30][CH2:29][CH2:28][CH2:27]1)[C:18]([N:20]1[CH2:24][CH2:23][CH:22](O)[CH2:21]1)=[O:19])([CH3:13])([CH3:12])[CH3:11]. Product: [C:10]([O:14][C:15](=[O:32])[NH:16][C@@H:17]([CH:26]1[CH2:31][CH2:30][CH2:29][CH2:28][CH2:27]1)[C:18]([N:20]1[CH2:24][CH2:23][CH:22]([F:7])[CH2:21]1)=[O:19])([CH3:13])([CH3:12])[CH3:11]. The catalyst class is: 4. (7) Reactant: [CH3:1][N:2]([CH:19]1[CH2:24][CH2:23][N:22](C(OC(C)(C)C)=O)[CH2:21][CH2:20]1)[C:3]([N:5]1[CH:9]=[C:8]([C:10]2[CH:15]=[CH:14][CH:13]=[C:12]([N+:16]([O-:18])=[O:17])[CH:11]=2)[N:7]=[CH:6]1)=[O:4].[ClH:32].C(OCC)C. Product: [ClH:32].[CH3:1][N:2]([CH:19]1[CH2:24][CH2:23][NH:22][CH2:21][CH2:20]1)[C:3]([N:5]1[CH:9]=[C:8]([C:10]2[CH:15]=[CH:14][CH:13]=[C:12]([N+:16]([O-:18])=[O:17])[CH:11]=2)[N:7]=[CH:6]1)=[O:4]. The catalyst class is: 55. (8) Reactant: [OH:1][C:2]1[CH:10]=[C:9]([O:11][CH3:12])[C:8]([O:13][CH3:14])=[CH:7][C:3]=1[C:4]([OH:6])=[O:5].[C:15]1(O)[CH:20]=[CH:19][CH:18]=[CH:17][CH:16]=1.O=S(Cl)Cl. Product: [OH:1][C:2]1[CH:10]=[C:9]([O:11][CH3:12])[C:8]([O:13][CH3:14])=[CH:7][C:3]=1[C:4]([O:6][C:15]1[CH:20]=[CH:19][CH:18]=[CH:17][CH:16]=1)=[O:5]. The catalyst class is: 113.